Dataset: Reaction yield outcomes from USPTO patents with 853,638 reactions. Task: Predict the reaction yield, written as a fraction of the theoretical maximum amount of product (1.0 means a 100% yield; for example, 0.34 means a 34% yield). (1) The reactants are [C:1]([N:8]1[CH2:11][C:10](=[O:12])[CH2:9]1)([O:3][C:4]([CH3:7])([CH3:6])[CH3:5])=[O:2].[CH3:13][C:14]([C:16]#[C:17][CH2:18][CH3:19])=[CH2:15]. The catalyst is C1(C)C=CC=CC=1. The product is [CH2:18]([C:17]1[C:10](=[O:12])[CH2:9][N:8]([C:1]([O:3][C:4]([CH3:7])([CH3:6])[CH3:5])=[O:2])[CH2:11][C:16]=1[C:14]([CH3:13])=[CH2:15])[CH3:19]. The yield is 0.870. (2) The reactants are [CH:1]1([NH:6][C:7](=[O:23])[NH:8][C@H:9]([C:17]2[CH:22]=[CH:21][CH:20]=[CH:19][CH:18]=2)[C:10]([O:12]C(C)(C)C)=[O:11])[CH2:5][CH2:4][CH2:3][CH2:2]1.C(O)(C(F)(F)F)=O.C([SiH](CC)CC)C. The catalyst is C(Cl)Cl. The product is [CH:1]1([NH:6][C:7](=[O:23])[NH:8][C@H:9]([C:17]2[CH:18]=[CH:19][CH:20]=[CH:21][CH:22]=2)[C:10]([OH:12])=[O:11])[CH2:5][CH2:4][CH2:3][CH2:2]1. The yield is 0.640. (3) The catalyst is N.CO. The product is [CH3:12][C:9]1([CH3:13])[CH2:10][CH2:11][C:6]2[N:5]=[CH:4][NH:2][C:14](=[O:16])[C:7]=2[CH2:8]1. The yield is 0.900. The reactants are C[N:2]([CH:4]=[N:5][C:6]1[CH2:11][CH2:10][C:9]([CH3:13])([CH3:12])[CH2:8][C:7]=1[C:14]([O:16]C)=O)C. (4) The reactants are [OH:1][C:2]1[CH:7]=[CH:6][C:5]([S:8][C:9]2[N:14]=[C:13]([CH3:15])[C:12]([CH2:16][N:17]3[CH2:22][CH2:21][CH:20]([N:23]4[C@H:27]([C:28]5[CH:33]=[CH:32][CH:31]=[CH:30][CH:29]=5)[CH2:26][NH:25][C:24]4=[O:34])[CH2:19][CH2:18]3)=[CH:11][CH:10]=2)=[CH:4][CH:3]=1.[H-].[Na+].BrC[CH2:39][CH2:40][O:41][CH2:42]CCBr. The catalyst is CN(C=O)C. The product is [CH3:42][O:41][CH2:40][CH2:39][O:1][C:2]1[CH:3]=[CH:4][C:5]([S:8][C:9]2[N:14]=[C:13]([CH3:15])[C:12]([CH2:16][N:17]3[CH2:22][CH2:21][CH:20]([N:23]4[C@H:27]([C:28]5[CH:29]=[CH:30][CH:31]=[CH:32][CH:33]=5)[CH2:26][NH:25][C:24]4=[O:34])[CH2:19][CH2:18]3)=[CH:11][CH:10]=2)=[CH:6][CH:7]=1. The yield is 0.600. (5) The reactants are [NH2:1][C@@H:2]([CH:6]([CH3:8])[CH3:7])[C:3]([OH:5])=[O:4].C(=O)(O)[O-].[Na+].[C:14](O[C:14]([O:16][C:17]([CH3:20])([CH3:19])[CH3:18])=[O:15])([O:16][C:17]([CH3:20])([CH3:19])[CH3:18])=[O:15]. The catalyst is O. The product is [C:17]([O:16][C:14]([NH:1][C@@H:2]([CH:6]([CH3:8])[CH3:7])[C:3]([OH:5])=[O:4])=[O:15])([CH3:20])([CH3:19])[CH3:18]. The yield is 0.473.